The task is: Predict the product of the given reaction.. This data is from Forward reaction prediction with 1.9M reactions from USPTO patents (1976-2016). (1) Given the reactants O=[C:2]1[C:11]2[C:6](=[CH:7][N:8]=[CH:9][CH:10]=2)[C:5]2[CH:12]=[CH:13][C:14]([C:16]([O:18][CH3:19])=[O:17])=[CH:15][C:4]=2[NH:3]1.P(Cl)(Cl)([Cl:22])=O, predict the reaction product. The product is: [Cl:22][C:2]1[C:11]2[C:6](=[CH:7][N:8]=[CH:9][CH:10]=2)[C:5]2[CH:12]=[CH:13][C:14]([C:16]([O:18][CH3:19])=[O:17])=[CH:15][C:4]=2[N:3]=1. (2) Given the reactants [Cl:1][C:2]1[CH:23]=[C:22](OS(C(F)(F)F)(=O)=O)[C:5]2[O:6][C@@H:7]([CH2:10][O:11][S:12]([C:15]3[CH:20]=[CH:19][C:18]([CH3:21])=[CH:17][CH:16]=3)(=[O:14])=[O:13])[CH2:8][O:9][C:4]=2[CH:3]=1.[CH3:32][O:33][C:34]1[CH:39]=[CH:38][CH:37]=[CH:36][C:35]=1B(O)O, predict the reaction product. The product is: [CH3:32][O:33][C:34]1[CH:39]=[CH:38][CH:37]=[CH:36][C:35]=1[C:22]1[C:5]2[O:6][C@@H:7]([CH2:10][O:11][S:12]([C:15]3[CH:16]=[CH:17][C:18]([CH3:21])=[CH:19][CH:20]=3)(=[O:14])=[O:13])[CH2:8][O:9][C:4]=2[CH:3]=[C:2]([Cl:1])[CH:23]=1. (3) Given the reactants C(O)(=O)/C=[CH:3]/[C:4]([OH:6])=[O:5].[CH:9]1(C[N:13](C2CCN([C:33](=[O:41])C(NC)CC(C)C)CC2)S(C2C=CC=C(C(F)(F)F)C=2)(=O)=O)C[CH2:10]1.C(OC(=O)N(C)C(C(N1CCC(NS(C2C=CC=C(C(F)(F)F)C=2)(=O)=O)CC1)=O)CC(C)C)(C)(C)C.C1(CBr)CC1.FC(F)(F)C(O)=O, predict the reaction product. The product is: [C:4]([O:6][CH2:9][CH3:10])(=[O:5])[CH3:3].[CH3:33][OH:41].[NH3:13].